From a dataset of Reaction yield outcomes from USPTO patents with 853,638 reactions. Predict the reaction yield, written as a fraction of the theoretical maximum amount of product (1.0 means a 100% yield; for example, 0.34 means a 34% yield). The reactants are Cl.[Cl:2][C:3]1[CH:4]=[C:5]([N:9]2[C:13]([CH2:14][NH2:15])=[CH:12][C:11]([C:16]([F:19])([F:18])[F:17])=[N:10]2)[CH:6]=[CH:7][CH:8]=1.[OH:20][CH2:21][C:22]([C:26]1[CH:31]=[CH:30][C:29]([NH:32][C:33](=O)[O:34]C2C=CC=CC=2)=[CH:28][C:27]=1[F:42])([CH3:25])[CH2:23][OH:24]. The catalyst is CN(C=O)C. The product is [Cl:2][C:3]1[CH:4]=[C:5]([N:9]2[C:13]([CH2:14][NH:15][C:33]([NH:32][C:29]3[CH:30]=[CH:31][C:26]([C:22]([CH3:25])([CH2:21][OH:20])[CH2:23][OH:24])=[C:27]([F:42])[CH:28]=3)=[O:34])=[CH:12][C:11]([C:16]([F:17])([F:18])[F:19])=[N:10]2)[CH:6]=[CH:7][CH:8]=1. The yield is 0.540.